From a dataset of Reaction yield outcomes from USPTO patents with 853,638 reactions. Predict the reaction yield, written as a fraction of the theoretical maximum amount of product (1.0 means a 100% yield; for example, 0.34 means a 34% yield). The reactants are C([O:4][C:5]([CH3:10])([CH3:9])[C:6](Cl)=[O:7])(=O)C.[NH2:11][C:12]1[C:20]2[C:15](=[N:16][CH:17]=[C:18]([Cl:35])[C:19]=2[N:21]2[CH2:26][CH2:25][CH2:24][C@@H:23]([NH:27][C:28](=[O:34])[O:29][C:30]([CH3:33])([CH3:32])[CH3:31])[CH2:22]2)[NH:14][CH:13]=1.C(N(CC)CC)C.[Li+].[OH-]. The catalyst is ClCCl.CN1C(=O)CCC1.O.CC#N.O.C1COCC1. The product is [Cl:35][C:18]1[C:19]([N:21]2[CH2:26][CH2:25][CH2:24][C@@H:23]([NH:27][C:28](=[O:34])[O:29][C:30]([CH3:31])([CH3:32])[CH3:33])[CH2:22]2)=[C:20]2[C:12]([NH:11][C:6](=[O:7])[C:5]([OH:4])([CH3:10])[CH3:9])=[CH:13][NH:14][C:15]2=[N:16][CH:17]=1. The yield is 0.890.